Task: Regression. Given two drug SMILES strings and cell line genomic features, predict the synergy score measuring deviation from expected non-interaction effect.. Dataset: NCI-60 drug combinations with 297,098 pairs across 59 cell lines (1) Drug 1: CC12CCC(CC1=CCC3C2CCC4(C3CC=C4C5=CN=CC=C5)C)O. Drug 2: CN1C(=O)N2C=NC(=C2N=N1)C(=O)N. Cell line: NCI-H322M. Synergy scores: CSS=-13.6, Synergy_ZIP=3.54, Synergy_Bliss=-5.94, Synergy_Loewe=-12.9, Synergy_HSA=-12.7. (2) Synergy scores: CSS=47.2, Synergy_ZIP=-2.43, Synergy_Bliss=-2.89, Synergy_Loewe=-20.1, Synergy_HSA=-3.89. Drug 1: CC(C)CN1C=NC2=C1C3=CC=CC=C3N=C2N. Drug 2: CCC1(C2=C(COC1=O)C(=O)N3CC4=CC5=C(C=CC(=C5CN(C)C)O)N=C4C3=C2)O.Cl. Cell line: UACC62.